From a dataset of NCI-60 drug combinations with 297,098 pairs across 59 cell lines. Regression. Given two drug SMILES strings and cell line genomic features, predict the synergy score measuring deviation from expected non-interaction effect. Drug 1: C1=C(C(=O)NC(=O)N1)F. Drug 2: CCC1(CC2CC(C3=C(CCN(C2)C1)C4=CC=CC=C4N3)(C5=C(C=C6C(=C5)C78CCN9C7C(C=CC9)(C(C(C8N6C)(C(=O)OC)O)OC(=O)C)CC)OC)C(=O)OC)O.OS(=O)(=O)O. Cell line: OVCAR-5. Synergy scores: CSS=32.7, Synergy_ZIP=-7.57, Synergy_Bliss=-10.2, Synergy_Loewe=-7.98, Synergy_HSA=-6.36.